From a dataset of NCI-60 drug combinations with 297,098 pairs across 59 cell lines. Regression. Given two drug SMILES strings and cell line genomic features, predict the synergy score measuring deviation from expected non-interaction effect. (1) Drug 1: C(CN)CNCCSP(=O)(O)O. Drug 2: CC1CCCC2(C(O2)CC(NC(=O)CC(C(C(=O)C(C1O)C)(C)C)O)C(=CC3=CSC(=N3)C)C)C. Cell line: HL-60(TB). Synergy scores: CSS=64.8, Synergy_ZIP=2.50, Synergy_Bliss=-0.752, Synergy_Loewe=-35.6, Synergy_HSA=-4.55. (2) Drug 2: CCC1=C2CN3C(=CC4=C(C3=O)COC(=O)C4(CC)O)C2=NC5=C1C=C(C=C5)O. Cell line: SN12C. Drug 1: CC(C)(C#N)C1=CC(=CC(=C1)CN2C=NC=N2)C(C)(C)C#N. Synergy scores: CSS=18.6, Synergy_ZIP=-1.90, Synergy_Bliss=-0.210, Synergy_Loewe=-23.0, Synergy_HSA=-0.576. (3) Drug 1: CCC1(CC2CC(C3=C(CCN(C2)C1)C4=CC=CC=C4N3)(C5=C(C=C6C(=C5)C78CCN9C7C(C=CC9)(C(C(C8N6C=O)(C(=O)OC)O)OC(=O)C)CC)OC)C(=O)OC)O.OS(=O)(=O)O. Drug 2: CC1C(C(CC(O1)OC2CC(OC(C2O)C)OC3=CC4=CC5=C(C(=O)C(C(C5)C(C(=O)C(C(C)O)O)OC)OC6CC(C(C(O6)C)O)OC7CC(C(C(O7)C)O)OC8CC(C(C(O8)C)O)(C)O)C(=C4C(=C3C)O)O)O)O. Cell line: MALME-3M. Synergy scores: CSS=38.9, Synergy_ZIP=1.59, Synergy_Bliss=-0.183, Synergy_Loewe=-12.4, Synergy_HSA=-5.12.